Dataset: Forward reaction prediction with 1.9M reactions from USPTO patents (1976-2016). Task: Predict the product of the given reaction. (1) The product is: [CH2:15]([O:22][C@@H:23]([CH3:27])[C:24]([O:4][CH3:3])=[O:25])[C:16]1[CH:21]=[CH:20][CH:19]=[CH:18][CH:17]=1. Given the reactants CN(C)[CH:3]=[O:4].C1([C@@H](N)C)C=CC=CC=1.[CH2:15]([O:22][C@@H:23]([CH3:27])[C:24](O)=[O:25])[C:16]1[CH:21]=[CH:20][CH:19]=[CH:18][CH:17]=1.S(Cl)(Cl)=O, predict the reaction product. (2) Given the reactants C1(C#C)C=CC=CC=1.[C:9]1([CH2:15][CH2:16][CH2:17][C:18]#[CH:19])[CH:14]=[CH:13][CH:12]=[CH:11][CH:10]=1.[N:20]([C:23]1[S:24][C:25]([C:29]([NH:31][CH2:32][C:33]2[CH:38]=[CH:37][CH:36]=[CH:35][CH:34]=2)=[O:30])=[C:26]([CH3:28])[N:27]=1)=[N+:21]=[N-:22], predict the reaction product. The product is: [CH2:32]([NH:31][C:29]([C:25]1[S:24][C:23]([N:20]2[CH:19]=[C:18]([CH2:17][CH2:16][CH2:15][C:9]3[CH:14]=[CH:13][CH:12]=[CH:11][CH:10]=3)[N:22]=[N:21]2)=[N:27][C:26]=1[CH3:28])=[O:30])[C:33]1[CH:34]=[CH:35][CH:36]=[CH:37][CH:38]=1. (3) Given the reactants F[C:2]1[CH:12]=[C:11]([F:13])[CH:10]=[CH:9][C:3]=1[C:4]([O:6][CH2:7][CH3:8])=[O:5].[O-]P([O-])([O-])=O.[K+].[K+].[K+].[CH3:22][C:23]1[NH:24][C:25]2[C:30]([CH:31]=1)=[CH:29][C:28]([OH:32])=[CH:27][CH:26]=2.CCOCC, predict the reaction product. The product is: [F:13][C:11]1[CH:10]=[CH:9][C:3]([C:4]([O:6][CH2:7][CH3:8])=[O:5])=[C:2]([O:32][C:28]2[CH:29]=[C:30]3[C:25](=[CH:26][CH:27]=2)[NH:24][C:23]([CH3:22])=[CH:31]3)[CH:12]=1. (4) Given the reactants [CH3:1][N:2]1[C:10]2[CH:9]=[C:8]([N:11]3[CH:16]=[CH:15][C:14]([O:17][CH2:18][C:19]4[CH:24]=[CH:23][C:22]([C:25]([F:28])([F:27])[F:26])=[CH:21][CH:20]=4)=[CH:13][C:12]3=[O:29])[CH:7]=[CH:6][C:5]=2[C:4]2[CH2:30][N:31](C(OC(C)(C)C)=O)[CH2:32][CH2:33][C:3]1=2.[ClH:41], predict the reaction product. The product is: [ClH:41].[ClH:41].[CH3:1][N:2]1[C:10]2[CH:9]=[C:8]([N:11]3[CH:16]=[CH:15][C:14]([O:17][CH2:18][C:19]4[CH:20]=[CH:21][C:22]([C:25]([F:27])([F:26])[F:28])=[CH:23][CH:24]=4)=[CH:13][C:12]3=[O:29])[CH:7]=[CH:6][C:5]=2[C:4]2[CH2:30][NH:31][CH2:32][CH2:33][C:3]1=2. (5) Given the reactants [NH4+:1].[Cl-].C[Al](C)C.[C:7]12([CH:17]([CH2:20][CH3:21])[C:18]#[N:19])[CH2:16][CH:11]3[CH2:12][CH:13]([CH2:15][CH:9]([CH2:10]3)[CH2:8]1)[CH2:14]2.C(Cl)(Cl)[Cl:23], predict the reaction product. The product is: [ClH:23].[C:7]12([CH:17]([CH2:20][CH3:21])[C:18](=[NH:1])[NH2:19])[CH2:14][CH:13]3[CH2:12][CH:11]([CH2:10][CH:9]([CH2:15]3)[CH2:8]1)[CH2:16]2.